This data is from Full USPTO retrosynthesis dataset with 1.9M reactions from patents (1976-2016). The task is: Predict the reactants needed to synthesize the given product. (1) Given the product [CH3:1][N:2]1[C:6]2([CH2:7][CH2:8][NH:9][CH2:10][CH2:11]2)[C:5](=[O:22])[NH:4][C:3]1=[O:23], predict the reactants needed to synthesize it. The reactants are: [CH3:1][N:2]1[C:6]2([CH2:11][CH2:10][N:9](C(OCC3C=CC=CC=3)=O)[CH2:8][CH2:7]2)[C:5](=[O:22])[NH:4][C:3]1=[O:23]. (2) Given the product [C:26]([O:25][C:23]([N:21]1[CH:22]=[C:18]([C:9]2[N:10]([C:11]([O:13][C:14]([CH3:16])([CH3:15])[CH3:17])=[O:12])[C:4]3[CH:3]=[C:2]([NH:38][C:33]4[CH:34]=[CH:35][CH:36]=[CH:37][C:32]=4[O:31][CH3:30])[N:7]=[CH:6][C:5]=3[CH:8]=2)[CH:19]=[N:20]1)=[O:24])([CH3:28])([CH3:27])[CH3:29], predict the reactants needed to synthesize it. The reactants are: Br[C:2]1[N:7]=[CH:6][C:5]2[CH:8]=[C:9]([C:18]3[CH:19]=[N:20][N:21]([C:23]([O:25][C:26]([CH3:29])([CH3:28])[CH3:27])=[O:24])[CH:22]=3)[N:10]([C:11]([O:13][C:14]([CH3:17])([CH3:16])[CH3:15])=[O:12])[C:4]=2[CH:3]=1.[CH3:30][O:31][C:32]1[CH:37]=[CH:36][CH:35]=[CH:34][C:33]=1[NH2:38]. (3) Given the product [CH3:24][O:22][C:21]([C:18]1[CH:19]=[CH:20][C:14]2[S:13][C:12]([S:11][C:3]3[CH:4]=[CH:5][C:6]([N+:8]([O-:10])=[O:9])=[CH:7][C:2]=3[Cl:1])=[N:16][C:15]=2[CH:17]=1)=[O:23], predict the reactants needed to synthesize it. The reactants are: [Cl:1][C:2]1[CH:7]=[C:6]([N+:8]([O-:10])=[O:9])[CH:5]=[CH:4][C:3]=1[S:11][C:12]1[S:13][C:14]2[CH:20]=[CH:19][C:18]([C:21]([OH:23])=[O:22])=[CH:17][C:15]=2[N:16]=1.[CH3:24][Si](C=[N+]=[N-])(C)C. (4) Given the product [Cl:21][C:11]1[C:12]2[CH:17]=[CH:16][NH:15][C:13]=2[N:14]=[C:9]([S:8][C:5]2[CH:6]=[CH:7][C:2]([F:1])=[CH:3][CH:4]=2)[N:10]=1, predict the reactants needed to synthesize it. The reactants are: [F:1][C:2]1[CH:7]=[CH:6][C:5]([S:8][C:9]2[N:10]=[C:11](O)[C:12]3[CH:17]=[CH:16][NH:15][C:13]=3[N:14]=2)=[CH:4][CH:3]=1.P(Cl)(Cl)([Cl:21])=O.